Dataset: Forward reaction prediction with 1.9M reactions from USPTO patents (1976-2016). Task: Predict the product of the given reaction. (1) Given the reactants Cl[C:2]1[N:3]=[C:4]([N:17]2[CH2:22][CH2:21][CH:20]([CH2:23][N:24]([CH3:31])[CH:25]3[CH2:29][CH2:28][N:27]([CH3:30])[CH2:26]3)[CH2:19][CH2:18]2)[C:5]2[C:10]([C:11]3[CH:16]=[CH:15][CH:14]=[CH:13][CH:12]=3)=[CH:9][S:8][C:6]=2[N:7]=1.[NH:32]1[CH2:36][CH2:35][CH:34]([C:37]([NH2:39])=[O:38])[CH2:33]1, predict the reaction product. The product is: [CH3:31][N:24]([CH2:23][CH:20]1[CH2:21][CH2:22][N:17]([C:4]2[C:5]3[C:10]([C:11]4[CH:16]=[CH:15][CH:14]=[CH:13][CH:12]=4)=[CH:9][S:8][C:6]=3[N:7]=[C:2]([N:32]3[CH2:36][CH2:35][CH:34]([C:37]([NH2:39])=[O:38])[CH2:33]3)[N:3]=2)[CH2:18][CH2:19]1)[CH:25]1[CH2:29][CH2:28][N:27]([CH3:30])[CH2:26]1. (2) Given the reactants [C:1]([C:5]1[N:6]=[C:7]([NH:10][C:11]([C:13]2[CH:46]=[CH:45][N:16]3[C:17](=[O:44])[C:18](/[CH:28]=[CH:29]/[C:30]4[N:31]=[N:32][N:33]([CH2:35][C:36]5[CH:41]=[CH:40][C:39]([O:42][CH3:43])=[CH:38][CH:37]=5)[N:34]=4)=[C:19]([N:21]4[CH2:26][CH2:25][CH2:24][C@@H:23]([OH:27])[CH2:22]4)[N:20]=[C:15]3[CH:14]=2)=[O:12])[S:8][CH:9]=1)([CH3:4])([CH3:3])[CH3:2].N1C=CC=CC=1.[Cl:53][CH2:54][CH2:55][N:56]=[C:57]=[O:58].C(=O)([O-])O.[Na+], predict the reaction product. The product is: [Cl:53][CH2:54][CH2:55][NH:56][C:57](=[O:58])[O:27][C@@H:23]1[CH2:24][CH2:25][CH2:26][N:21]([C:19]2[N:20]=[C:15]3[CH:14]=[C:13]([C:11]([NH:10][C:7]4[S:8][CH:9]=[C:5]([C:1]([CH3:4])([CH3:2])[CH3:3])[N:6]=4)=[O:12])[CH:46]=[CH:45][N:16]3[C:17](=[O:44])[C:18]=2/[CH:28]=[CH:29]/[C:30]2[N:31]=[N:32][N:33]([CH2:35][C:36]3[CH:41]=[CH:40][C:39]([O:42][CH3:43])=[CH:38][CH:37]=3)[N:34]=2)[CH2:22]1. (3) Given the reactants [N:1]1[CH:6]=[CH:5][CH:4]=[CH:3][C:2]=1[C:7]1([C:13]#[N:14])[CH2:12][CH2:11][NH:10][CH2:9][CH2:8]1.F[C:16]1C=CC=CN=1, predict the reaction product. The product is: [CH3:16][C:4]1[CH:5]=[CH:6][N:1]=[C:2]([C:7]2([C:13]#[N:14])[CH2:8][CH2:9][NH:10][CH2:11][CH2:12]2)[CH:3]=1. (4) Given the reactants [C:1]1([CH2:7][CH2:8][CH2:9][OH:10])[CH:6]=[CH:5][CH:4]=[CH:3][CH:2]=1.[H-].[Na+].[C:13]([O:17]C)(=[O:16])[CH:14]=[CH2:15], predict the reaction product. The product is: [C:1]1([CH2:7][CH2:8][CH2:9][O:10][CH2:15][CH2:14][C:13]([OH:17])=[O:16])[CH:6]=[CH:5][CH:4]=[CH:3][CH:2]=1.